From a dataset of Forward reaction prediction with 1.9M reactions from USPTO patents (1976-2016). Predict the product of the given reaction. (1) Given the reactants [I:1][C:2]1[CH:3]=[CH:4][C:5]([NH2:8])=[N:6][CH:7]=1.[CH3:9][C:10]1([CH3:17])[CH2:14][C:13](=O)[O:12][C:11]1=[O:16], predict the reaction product. The product is: [I:1][C:2]1[CH:3]=[CH:4][C:5]([N:8]2[C:13](=[O:12])[CH2:14][C:10]([CH3:17])([CH3:9])[C:11]2=[O:16])=[N:6][CH:7]=1. (2) Given the reactants [Cl:1][C:2]1[CH:7]=[CH:6][C:5](B(O)O)=[CH:4][C:3]=1[CH3:11].[Cl:12][C:13]1[N:18]=[C:17](Cl)[N:16]=[C:15]([O:20][CH3:21])[N:14]=1.C(=O)([O-])[O-].[Na+].[Na+].O, predict the reaction product. The product is: [Cl:12][C:13]1[N:18]=[C:17]([C:5]2[CH:6]=[CH:7][C:2]([Cl:1])=[C:3]([CH3:11])[CH:4]=2)[N:16]=[C:15]([O:20][CH3:21])[N:14]=1. (3) Given the reactants [H-].[Na+].[CH3:3][C:4]1[NH:5][CH:6]=[CH:7][N:8]=1.Cl.[Cl:10][CH2:11][C:12]1[CH:13]=[N:14][CH:15]=[C:16]([C:18]2[CH:23]=[CH:22][C:21]([Cl:24])=[C:20]([Cl:25])[CH:19]=2)[CH:17]=1.C(N(CC)CC)C, predict the reaction product. The product is: [ClH:10].[Cl:25][C:20]1[CH:19]=[C:18]([C:16]2[CH:15]=[N:14][CH:13]=[C:12]([CH2:11][N:5]3[CH:6]=[CH:7][N:8]=[C:4]3[CH3:3])[CH:17]=2)[CH:23]=[CH:22][C:21]=1[Cl:24].